This data is from NCI-60 drug combinations with 297,098 pairs across 59 cell lines. The task is: Regression. Given two drug SMILES strings and cell line genomic features, predict the synergy score measuring deviation from expected non-interaction effect. (1) Drug 1: C1CN1P(=S)(N2CC2)N3CC3. Drug 2: CCCCC(=O)OCC(=O)C1(CC(C2=C(C1)C(=C3C(=C2O)C(=O)C4=C(C3=O)C=CC=C4OC)O)OC5CC(C(C(O5)C)O)NC(=O)C(F)(F)F)O. Cell line: U251. Synergy scores: CSS=39.6, Synergy_ZIP=-8.27, Synergy_Bliss=-9.10, Synergy_Loewe=-17.6, Synergy_HSA=-7.02. (2) Drug 1: CC1=C2C(C(=O)C3(C(CC4C(C3C(C(C2(C)C)(CC1OC(=O)C(C(C5=CC=CC=C5)NC(=O)OC(C)(C)C)O)O)OC(=O)C6=CC=CC=C6)(CO4)OC(=O)C)O)C)O. Cell line: SNB-19. Synergy scores: CSS=9.96, Synergy_ZIP=-6.19, Synergy_Bliss=-8.53, Synergy_Loewe=5.72, Synergy_HSA=-5.66. Drug 2: C(CN)CNCCSP(=O)(O)O. (3) Drug 1: C1=CC(=CC=C1C#N)C(C2=CC=C(C=C2)C#N)N3C=NC=N3. Drug 2: C1CN(CCN1C(=O)CCBr)C(=O)CCBr. Cell line: A549. Synergy scores: CSS=27.5, Synergy_ZIP=3.68, Synergy_Bliss=6.08, Synergy_Loewe=7.27, Synergy_HSA=7.70. (4) Drug 1: COC1=C2C(=CC3=C1OC=C3)C=CC(=O)O2. Drug 2: C1CCC(C(C1)N)N.C(=O)(C(=O)[O-])[O-].[Pt+4]. Cell line: SF-539. Synergy scores: CSS=-4.25, Synergy_ZIP=-11.7, Synergy_Bliss=-28.8, Synergy_Loewe=-52.3, Synergy_HSA=-33.6. (5) Drug 1: CCC1=C2CN3C(=CC4=C(C3=O)COC(=O)C4(CC)O)C2=NC5=C1C=C(C=C5)O. Drug 2: CC1=C(C(=CC=C1)Cl)NC(=O)C2=CN=C(S2)NC3=CC(=NC(=N3)C)N4CCN(CC4)CCO. Cell line: UO-31. Synergy scores: CSS=17.8, Synergy_ZIP=-9.87, Synergy_Bliss=-0.785, Synergy_Loewe=-10.7, Synergy_HSA=1.59. (6) Drug 1: C1CC(=O)NC(=O)C1N2CC3=C(C2=O)C=CC=C3N. Drug 2: C1CCC(C(C1)N)N.C(=O)(C(=O)[O-])[O-].[Pt+4]. Cell line: HOP-92. Synergy scores: CSS=10.7, Synergy_ZIP=-6.17, Synergy_Bliss=-5.80, Synergy_Loewe=-16.5, Synergy_HSA=-2.76. (7) Drug 1: CC1C(C(CC(O1)OC2CC(OC(C2O)C)OC3=CC4=CC5=C(C(=O)C(C(C5)C(C(=O)C(C(C)O)O)OC)OC6CC(C(C(O6)C)O)OC7CC(C(C(O7)C)O)OC8CC(C(C(O8)C)O)(C)O)C(=C4C(=C3C)O)O)O)O. Drug 2: C1CCC(C(C1)N)N.C(=O)(C(=O)[O-])[O-].[Pt+4]. Cell line: SK-MEL-5. Synergy scores: CSS=61.5, Synergy_ZIP=-4.38, Synergy_Bliss=-2.50, Synergy_Loewe=-16.2, Synergy_HSA=-0.161.